From a dataset of Reaction yield outcomes from USPTO patents with 853,638 reactions. Predict the reaction yield, written as a fraction of the theoretical maximum amount of product (1.0 means a 100% yield; for example, 0.34 means a 34% yield). (1) The reactants are C(O)(C(F)(F)F)=O.[F:8][C:9]1[CH:10]=[C:11]([NH:20][C:21]([C@H:23]2[C:32]3[C:27](=[CH:28][C:29]([CH2:33][O:34][CH3:35])=[CH:30][CH:31]=3)[CH2:26][CH2:25][N:24]2[C:36]([C@H:38]2[CH2:41][C@H:40]([CH2:42][C:43]([O:45]C(C)(C)C)=[O:44])[CH2:39]2)=[O:37])=[O:22])[CH:12]=[C:13]2[C:17]=1[C:16]([CH3:19])([CH3:18])[CH2:15][CH2:14]2.C(=O)([O-])O.[Na+]. No catalyst specified. The product is [F:8][C:9]1[CH:10]=[C:11]([NH:20][C:21]([C@H:23]2[C:32]3[C:27](=[CH:28][C:29]([CH2:33][O:34][CH3:35])=[CH:30][CH:31]=3)[CH2:26][CH2:25][N:24]2[C:36]([C@H:38]2[CH2:41][C@H:40]([CH2:42][C:43]([OH:45])=[O:44])[CH2:39]2)=[O:37])=[O:22])[CH:12]=[C:13]2[C:17]=1[C:16]([CH3:19])([CH3:18])[CH2:15][CH2:14]2. The yield is 0.760. (2) The reactants are [CH2:1]([O:3][C:4]([C:6]1[CH2:10][CH2:9][CH2:8][C:7]=1[C:11]1[CH:16]=[C:15]([O:17][CH3:18])[CH:14]=[CH:13][C:12]=1[O:19][CH3:20])=[O:5])[CH3:2]. The catalyst is CO.C(=O)(O)[O-].[Na+].[Pt]=O. The product is [CH2:1]([O:3][C:4]([CH:6]1[CH2:10][CH2:9][CH2:8][CH:7]1[C:11]1[CH:16]=[C:15]([O:17][CH3:18])[CH:14]=[CH:13][C:12]=1[O:19][CH3:20])=[O:5])[CH3:2]. The yield is 0.890. (3) The reactants are C([N:8]1[CH2:13][CH2:12][C@@H:11]([O:14][CH3:15])[C@H:10]([NH:16][C:17](=[O:23])[O:18][C:19]([CH3:22])([CH3:21])[CH3:20])[CH2:9]1)C1C=CC=CC=1.[H][H]. The catalyst is CO.[Pd]. The product is [CH3:15][O:14][C@@H:11]1[CH2:12][CH2:13][NH:8][CH2:9][C@H:10]1[NH:16][C:17](=[O:23])[O:18][C:19]([CH3:21])([CH3:20])[CH3:22]. The yield is 1.00. (4) The catalyst is CN(C=O)C. The yield is 0.660. The reactants are [N+:1]([C:4]1[CH:9]=[CH:8][C:7]([CH:10]([C:15]([O:17][CH3:18])=[O:16])[C:11]([O:13][CH3:14])=[O:12])=[CH:6][CH:5]=1)([O-:3])=[O:2].[C:19]([O-])([O-])=O.[K+].[K+].CI. The product is [CH3:19][C:10]([C:7]1[CH:8]=[CH:9][C:4]([N+:1]([O-:3])=[O:2])=[CH:5][CH:6]=1)([C:15]([O:17][CH3:18])=[O:16])[C:11]([O:13][CH3:14])=[O:12]. (5) The reactants are [Al+3].[Cl-].[Cl-].[Cl-].[Cl:5][CH2:6][CH2:7][CH2:8][C:9](Cl)=[O:10].[CH3:12][C:13]([C:18]1[CH:23]=[CH:22][CH:21]=[CH:20][CH:19]=1)([CH3:17])[C:14]([OH:16])=[O:15].[N:24]1([C:29]([NH2:31])=[O:30])[CH2:28][CH2:27][CH2:26][CH2:25]1. The catalyst is C(Cl)(Cl)(Cl)Cl. The product is [N:24]1([C:29]([NH2:31])=[O:30])[CH2:28][CH2:27][CH2:26][CH2:25]1.[Cl:5][CH2:6][CH2:7][CH2:8][C:9]([C:21]1[CH:22]=[CH:23][C:18]([C:13]([CH3:17])([CH3:12])[C:14]([OH:16])=[O:15])=[CH:19][CH:20]=1)=[O:10]. The yield is 0.780. (6) The reactants are [F:1][C:2]([F:18])([F:17])[C:3]1[O:7][N:6]=[C:5]([C:8]2[CH:9]=[N:10][CH:11]=[C:12]([CH:16]=2)[C:13]([OH:15])=O)[N:4]=1.CN(C(ON1N=NC2C=CC=NC1=2)=[N+](C)C)C.F[P-](F)(F)(F)(F)F.[C:43]1([C:49]2[N:50]=[C:51]([C:54]3([CH2:60][NH2:61])[CH2:59][CH2:58][O:57][CH2:56][CH2:55]3)[S:52][CH:53]=2)[CH:48]=[CH:47][CH:46]=[CH:45][CH:44]=1.CN1CCOCC1. The catalyst is CN(C=O)C.CCOC(C)=O. The product is [C:43]1([C:49]2[N:50]=[C:51]([C:54]3([CH2:60][NH:61][C:13](=[O:15])[C:12]4[CH:16]=[C:8]([C:5]5[N:4]=[C:3]([C:2]([F:1])([F:18])[F:17])[O:7][N:6]=5)[CH:9]=[N:10][CH:11]=4)[CH2:55][CH2:56][O:57][CH2:58][CH2:59]3)[S:52][CH:53]=2)[CH:44]=[CH:45][CH:46]=[CH:47][CH:48]=1. The yield is 0.370. (7) The reactants are [CH2:1]([C@@:4]1([CH2:37][O:38]CC[Si](C)(C)C)[CH2:9][C@H:8]([C:10]2[CH:15]=[CH:14][CH:13]=[C:12]([Cl:16])[CH:11]=2)[C@@H:7]([C:17]2[CH:22]=[CH:21][C:20]([Cl:23])=[CH:19][CH:18]=2)[N:6]([C@@H:24]([CH2:34][CH3:35])[CH2:25][N:26]([CH3:33])[S:27]([CH:30]2[CH2:32][CH2:31]2)(=[O:29])=[O:28])[C:5]1=[O:36])[CH:2]=[CH2:3].B(F)(F)F. The catalyst is C(Cl)Cl. The product is [CH2:1]([C@@:4]1([CH2:37][OH:38])[CH2:9][C@H:8]([C:10]2[CH:15]=[CH:14][CH:13]=[C:12]([Cl:16])[CH:11]=2)[C@@H:7]([C:17]2[CH:22]=[CH:21][C:20]([Cl:23])=[CH:19][CH:18]=2)[N:6]([C@@H:24]([CH2:34][CH3:35])[CH2:25][N:26]([CH3:33])[S:27]([CH:30]2[CH2:32][CH2:31]2)(=[O:28])=[O:29])[C:5]1=[O:36])[CH:2]=[CH2:3]. The yield is 0.980. (8) The reactants are [CH3:1][O:2][C:3](=[O:37])[NH:4][C@H:5]([C:9]([N:11]1[CH2:15][C:14]([CH3:16])=[CH:13][C@H:12]1[C:17]1[NH:18][CH:19]=[C:20]([C:22]2[CH:27]=[CH:26][C:25](B3OC(C)(C)C(C)(C)O3)=[CH:24][CH:23]=2)[N:21]=1)=[O:10])[CH:6]([CH3:8])[CH3:7].[C:38]([O:42][C:43]([N:45]1[CH2:50][CH2:49][N:48]([C:51]2[CH:56]=[CH:55][C:54]([C:57](=[O:72])[NH:58][C:59]3[CH:64]=[C:63]([O:65][C:66]([F:69])([F:68])[F:67])[C:62](Br)=[CH:61][C:60]=3[Cl:71])=[CH:53][N:52]=2)[C@H:47]([CH3:73])[CH2:46]1)=[O:44])([CH3:41])([CH3:40])[CH3:39].O.C(=O)([O-])[O-].[K+].[K+]. The catalyst is C1(C)C=CC=CC=1.C1C=CC(P(C2C=CC=CC=2)[C-]2C=CC=C2)=CC=1.C1C=CC(P(C2C=CC=CC=2)[C-]2C=CC=C2)=CC=1.Cl[Pd]Cl.[Fe+2].C(Cl)Cl. The product is [C:38]([O:42][C:43]([N:45]1[CH2:50][CH2:49][N:48]([C:51]2[CH:56]=[CH:55][C:54]([C:57](=[O:72])[NH:58][C:59]3[C:60]([Cl:71])=[CH:61][C:62]([C:25]4[CH:26]=[CH:27][C:22]([C:20]5[N:21]=[C:17]([C@@H:12]6[CH:13]=[C:14]([CH3:16])[CH2:15][N:11]6[C:9](=[O:10])[C@@H:5]([NH:4][C:3]([O:2][CH3:1])=[O:37])[CH:6]([CH3:8])[CH3:7])[NH:18][CH:19]=5)=[CH:23][CH:24]=4)=[C:63]([O:65][C:66]([F:69])([F:68])[F:67])[CH:64]=3)=[CH:53][N:52]=2)[C@H:47]([CH3:73])[CH2:46]1)=[O:44])([CH3:41])([CH3:40])[CH3:39]. The yield is 0.310. (9) The reactants are [Cl:1][C:2]1[N:3]=[C:4]([Cl:20])[C:5]2[C:10](I)=[CH:9][N:8]([CH2:12][O:13][CH2:14][CH2:15][Si:16]([CH3:19])([CH3:18])[CH3:17])[C:6]=2[N:7]=1.[CH3:21][C:22]1[O:23][C:24]2[CH:30]=[C:29](B3OC(C)(C)C(C)(C)O3)[CH:28]=[CH:27][C:25]=2[N:26]=1.C(Cl)Cl.C(=O)([O-])[O-].[Na+].[Na+]. The catalyst is C1C=CC(P(C2C=CC=CC=2)[C-]2C=CC=C2)=CC=1.C1C=CC(P(C2C=CC=CC=2)[C-]2C=CC=C2)=CC=1.Cl[Pd]Cl.[Fe+2].O.O1CCOCC1. The product is [Cl:1][C:2]1[N:3]=[C:4]([Cl:20])[C:5]2[C:10]([C:29]3[CH:28]=[CH:27][C:25]4[N:26]=[C:22]([CH3:21])[O:23][C:24]=4[CH:30]=3)=[CH:9][N:8]([CH2:12][O:13][CH2:14][CH2:15][Si:16]([CH3:19])([CH3:18])[CH3:17])[C:6]=2[N:7]=1. The yield is 0.720. (10) The reactants are [CH3:1][CH:2]([C:4]1[N:5]=[C:6]([NH:25][C:26]2[CH:31]=[CH:30][C:29]([C:32](=[O:34])[CH3:33])=[CH:28][CH:27]=2)[C:7]2[CH2:13][CH2:12][N:11]([C:14]3[C:19]([C:20]([F:23])([F:22])[F:21])=[CH:18][CH:17]=[CH:16][N:15]=3)[CH2:10][CH2:9][C:8]=2[N:24]=1)[CH3:3].[BH4-].[Na+]. The catalyst is CO. The product is [CH3:3][CH:2]([C:4]1[N:5]=[C:6]([NH:25][C:26]2[CH:27]=[CH:28][C:29]([CH:32]([OH:34])[CH3:33])=[CH:30][CH:31]=2)[C:7]2[CH2:13][CH2:12][N:11]([C:14]3[C:19]([C:20]([F:21])([F:23])[F:22])=[CH:18][CH:17]=[CH:16][N:15]=3)[CH2:10][CH2:9][C:8]=2[N:24]=1)[CH3:1]. The yield is 0.860.